Dataset: Full USPTO retrosynthesis dataset with 1.9M reactions from patents (1976-2016). Task: Predict the reactants needed to synthesize the given product. (1) Given the product [CH:27]1([NH:26][C:25]([CH:23]2[CH2:24][N:18]3[C:19]4[CH:20]([CH:12]([NH:11][C:10](=[O:39])[CH:8]([NH:7][CH3:6])[CH3:9])[CH2:13][CH2:14][C:15]=4[CH:16]=[CH:17]3)[C:21](=[O:38])[CH2:22]2)=[O:37])[C:36]2[C:31](=[CH:32][CH:33]=[CH:34][CH:35]=2)[CH2:30][CH2:29][CH2:28]1, predict the reactants needed to synthesize it. The reactants are: C(O[C:6](=O)[N:7](C)[CH:8]([C:10](=[O:39])[NH:11][CH:12]1[CH:20]2[C:21](=[O:38])[CH2:22][CH:23]([C:25](=[O:37])[NH:26][CH:27]3[C:36]4[C:31](=[CH:32][CH:33]=[CH:34][CH:35]=4)[CH2:30][CH2:29][CH2:28]3)[CH2:24][N:18]3[C:19]2=[C:15]([CH:16]=[CH:17]3)[CH2:14][CH2:13]1)[CH3:9])(C)(C)C.Cl.O1CCOCC1. (2) Given the product [ClH:26].[CH3:25][O:24][C:22]([CH2:21][N:11]1[C:12]2[C:17](=[CH:16][CH:15]=[CH:14][CH:13]=2)[C:18]2[CH2:19][CH2:20][NH:8][CH2:9][C:10]1=2)=[O:23], predict the reactants needed to synthesize it. The reactants are: C(OC([N:8]1[CH2:20][CH2:19][C:18]2[C:17]3[C:12](=[CH:13][CH:14]=[CH:15][CH:16]=3)[N:11]([CH2:21][C:22]([O:24][CH3:25])=[O:23])[C:10]=2[CH2:9]1)=O)(C)(C)C.[ClH:26]. (3) Given the product [C:10]([C:8]1[CH:7]=[CH:6][C:5]([CH:12]2[C:17]3[C:18](=[O:21])[CH2:19][CH2:20][C:16]=3[N:15]([C:22]3[CH:27]=[CH:26][N:25]=[C:24]([C:28]([F:31])([F:30])[F:29])[CH:23]=3)[C:14](=[O:32])[N:13]2[CH3:33])=[C:4]([CH:9]=1)[C:3]([OH:34])=[O:2])#[N:11], predict the reactants needed to synthesize it. The reactants are: C[O:2][C:3](=[O:34])[C:4]1[CH:9]=[C:8]([C:10]#[N:11])[CH:7]=[CH:6][C:5]=1[CH:12]1[C:17]2[C:18](=[O:21])[CH2:19][CH2:20][C:16]=2[N:15]([C:22]2[CH:27]=[CH:26][N:25]=[C:24]([C:28]([F:31])([F:30])[F:29])[CH:23]=2)[C:14](=[O:32])[N:13]1[CH3:33].[OH-].[Li+]. (4) Given the product [CH3:8][CH2:7][CH2:6][CH2:5][CH2:4][N:3]([CH2:9][CH2:10][C:11]([P:14]([OH:17])([OH:16])=[O:15])([P:14]([OH:17])([OH:16])=[O:15])[OH:13])[CH3:2], predict the reactants needed to synthesize it. The reactants are: Cl.[CH3:2][N:3]([CH2:9][CH2:10][C:11]([OH:13])=O)[CH2:4][CH2:5][CH2:6][CH2:7][CH3:8].[P:14]([OH:17])([OH:16])[OH:15].P(Cl)(Cl)Cl. (5) Given the product [Br:1][C:2]1[CH:7]=[CH:6][CH:5]=[CH:4][C:3]=1[CH:8]([CH2:23][CH:24]([CH3:26])[CH3:25])[C:9]([OH:11])=[O:10], predict the reactants needed to synthesize it. The reactants are: [Br:1][C:2]1[CH:7]=[CH:6][CH:5]=[CH:4][C:3]=1[CH2:8][C:9]([OH:11])=[O:10].C[Si]([N-][Si](C)(C)C)(C)C.[Na+].I[CH2:23][CH:24]([CH3:26])[CH3:25]. (6) Given the product [CH2:18]([N:20]1[C:26](=[O:27])[C:25]([CH3:29])([CH3:28])[C:24](=[O:30])[N:23]([CH3:31])[C:22]2[CH:32]=[C:33]([CH2:36][N:37]([CH2:14][C:13]3[CH:12]=[N:11][C:10]([CH2:9][OH:8])=[CH:17][CH:16]=3)[CH2:38][CH2:39][N:40]3[CH:49]=[CH:48][C:47]4[C:42](=[CH:43][CH:44]=[CH:45][CH:46]=4)[C:41]3=[O:50])[CH:34]=[CH:35][C:21]1=2)[CH3:19], predict the reactants needed to synthesize it. The reactants are: [Si]([O:8][CH2:9][C:10]1[CH:17]=[CH:16][C:13]([CH:14]=O)=[CH:12][N:11]=1)(C(C)(C)C)(C)C.[CH2:18]([N:20]1[C:26](=[O:27])[C:25]([CH3:29])([CH3:28])[C:24](=[O:30])[N:23]([CH3:31])[C:22]2[CH:32]=[C:33]([CH2:36][NH:37][CH2:38][CH2:39][N:40]3[CH:49]=[CH:48][C:47]4[C:42](=[CH:43][CH:44]=[CH:45][CH:46]=4)[C:41]3=[O:50])[CH:34]=[CH:35][C:21]1=2)[CH3:19].[F-].C([N+](CCCC)(CCCC)CCCC)CCC.